Regression/Classification. Given a drug SMILES string, predict its absorption, distribution, metabolism, or excretion properties. Task type varies by dataset: regression for continuous measurements (e.g., permeability, clearance, half-life) or binary classification for categorical outcomes (e.g., BBB penetration, CYP inhibition). For this dataset (solubility_aqsoldb), we predict Y. From a dataset of Aqueous solubility values for 9,982 compounds from the AqSolDB database. (1) The molecule is CC(=O)N(C)CCOC(=O)c1ccccc1. The Y is -0.849 log mol/L. (2) The molecule is CCCCCCCCC(C)C=O. The Y is -4.03 log mol/L.